This data is from Peptide-MHC class I binding affinity with 185,985 pairs from IEDB/IMGT. The task is: Regression. Given a peptide amino acid sequence and an MHC pseudo amino acid sequence, predict their binding affinity value. This is MHC class I binding data. (1) The peptide sequence is LPFHRWHTMV. The MHC is HLA-B54:01 with pseudo-sequence HLA-B54:01. The binding affinity (normalized) is 0.691. (2) The peptide sequence is ITFALKKLI. The MHC is HLA-A02:01 with pseudo-sequence HLA-A02:01. The binding affinity (normalized) is 0. (3) The peptide sequence is TVFKGFVNK. The MHC is HLA-B18:01 with pseudo-sequence HLA-B18:01. The binding affinity (normalized) is 0.0847. (4) The peptide sequence is LFNSHRISHF. The MHC is HLA-A23:01 with pseudo-sequence HLA-A23:01. The binding affinity (normalized) is 0.456. (5) The peptide sequence is VVVDEHCGY. The MHC is HLA-A26:01 with pseudo-sequence HLA-A26:01. The binding affinity (normalized) is 0.388. (6) The peptide sequence is FQWPALHEE. The MHC is HLA-A02:06 with pseudo-sequence HLA-A02:06. The binding affinity (normalized) is 0.426. (7) The peptide sequence is YTFTSLFSL. The MHC is HLA-B83:01 with pseudo-sequence HLA-B83:01. The binding affinity (normalized) is 0.213. (8) The peptide sequence is NANPDCKTI. The MHC is HLA-A02:01 with pseudo-sequence HLA-A02:01. The binding affinity (normalized) is 0.0847. (9) The peptide sequence is RMYSPTSI. The MHC is HLA-A68:02 with pseudo-sequence HLA-A68:02. The binding affinity (normalized) is 0. (10) The peptide sequence is VALFSSCPVAY. The MHC is HLA-A02:01 with pseudo-sequence HLA-A02:01. The binding affinity (normalized) is 0.0847.